Dataset: Full USPTO retrosynthesis dataset with 1.9M reactions from patents (1976-2016). Task: Predict the reactants needed to synthesize the given product. (1) Given the product [C:1]([C:3]([CH3:32])([CH3:31])[CH:4]([NH:8][C:9]([C:11]1[C:19]2[C:14](=[N:15][CH:16]=[C:17]([CH:20]3[CH2:22][CH2:21]3)[N:18]=2)[N:13]([CH2:23][O:24][CH2:25][CH2:26][Si:27]([CH3:29])([CH3:28])[CH3:30])[CH:12]=1)=[O:10])[CH:5]1[CH2:6][CH2:7]1)(=[O:35])[NH2:2], predict the reactants needed to synthesize it. The reactants are: [C:1]([C:3]([CH3:32])([CH3:31])[CH:4]([NH:8][C:9]([C:11]1[C:19]2[C:14](=[N:15][CH:16]=[C:17]([CH:20]3[CH2:22][CH2:21]3)[N:18]=2)[N:13]([CH2:23][O:24][CH2:25][CH2:26][Si:27]([CH3:30])([CH3:29])[CH3:28])[CH:12]=1)=[O:10])[CH:5]1[CH2:7][CH2:6]1)#[N:2].CC[OH:35]. (2) Given the product [CH3:34][C:31]1[S:32][CH:33]=[C:29]([C:27]([N:23]2[CH2:22][C:21]3([CH2:35][CH2:36][N:18]([CH2:17][CH2:16][O:15][C:14]4[CH:37]=[CH:38][C:11]([CH2:10][CH:9]=[O:8])=[CH:12][CH:13]=4)[CH2:19][CH2:20]3)[O:26][CH2:25][CH2:24]2)=[O:28])[N:30]=1, predict the reactants needed to synthesize it. The reactants are: FC(F)(F)C(O)=O.[OH:8][CH2:9][CH2:10][C:11]1[CH:38]=[CH:37][C:14]([O:15][CH2:16][CH2:17][NH+:18]2[CH2:36][CH2:35][C:21]3([O:26][CH2:25][CH2:24][N:23]([C:27]([C:29]4[N:30]=[C:31]([CH3:34])[S:32][CH:33]=4)=[O:28])[CH2:22]3)[CH2:20][CH2:19]2)=[CH:13][CH:12]=1.CC(OI1(OC(C)=O)(OC(C)=O)OC(=O)C2C=CC=CC1=2)=O.S([O-])([O-])(=O)=S.[Na+].[Na+].C(=O)(O)[O-].[Na+]. (3) The reactants are: [Li]CCCC.Br[C:7]1[C:15]([C:16]2[CH:21]=[CH:20][C:19]([F:22])=[CH:18][CH:17]=2)=[CH:14][C:10]2[O:11][CH2:12][O:13][C:9]=2[CH:8]=1.C[O:24][B:25](OC)[O:26]C.[OH-].[Na+]. Given the product [F:22][C:19]1[CH:20]=[CH:21][C:16]([C:15]2[C:7]([B:25]([OH:26])[OH:24])=[CH:8][C:9]3[O:13][CH2:12][O:11][C:10]=3[CH:14]=2)=[CH:17][CH:18]=1, predict the reactants needed to synthesize it. (4) Given the product [Br:1][C:2]1[CH:20]=[CH:19][C:5]([NH:6][C:7]2[C:16]3[C:11](=[CH:12][C:13]([O:26][CH2:30][CH:29]4[CH2:4][CH2:5][N:6]([CH3:7])[CH2:27][CH2:28]4)=[C:14]([O:17][CH3:18])[CH:15]=3)[N:10]=[CH:9][N:8]=2)=[C:4]([F:21])[CH:3]=1, predict the reactants needed to synthesize it. The reactants are: [Br:1][C:2]1[CH:20]=[CH:19][C:5]([NH:6][C:7]2[C:16]3[C:11](=[CH:12][CH:13]=[C:14]([O:17][CH3:18])[CH:15]=3)[N:10]=[CH:9][N:8]=2)=[C:4]([F:21])[CH:3]=1.C=O.[OH-].[K+].[O:26]1[CH2:30][CH2:29][CH2:28][CH2:27]1. (5) Given the product [Cl:1][C:2]1[CH:22]=[CH:21][CH:20]=[CH:19][C:3]=1[C:4]([NH:6][CH:7]1[C:15]2[C:10](=[CH:11][CH:12]=[C:13]([C:16]([N:66]3[CH2:65][CH2:64][C:63]4([CH2:62][CH2:61][N:60]([C:58](=[O:59])[C:57]([F:70])([F:71])[F:56])[CH2:69][CH2:68]4)[CH2:67]3)=[O:18])[CH:14]=2)[CH2:9][CH2:8]1)=[O:5], predict the reactants needed to synthesize it. The reactants are: [Cl:1][C:2]1[CH:22]=[CH:21][CH:20]=[CH:19][C:3]=1[C:4]([NH:6][CH:7]1[C:15]2[C:10](=[CH:11][CH:12]=[C:13]([C:16]([OH:18])=O)[CH:14]=2)[CH2:9][CH2:8]1)=[O:5].CN(C(ON1N=NC2C=CC=NC1=2)=[N+](C)C)C.F[P-](F)(F)(F)(F)F.CCN(C(C)C)C(C)C.[F:56][C:57]([F:71])([F:70])[C:58]([N:60]1[CH2:69][CH2:68][C:63]2([CH2:67][NH:66][CH2:65][CH2:64]2)[CH2:62][CH2:61]1)=[O:59]. (6) Given the product [CH:14]([C:2]1[CH:3]=[C:4]2[C:9](=[CH:10][CH:11]=1)[N:8]=[CH:7][CH:6]=[N:5]2)=[CH2:15], predict the reactants needed to synthesize it. The reactants are: Br[C:2]1[CH:3]=[C:4]2[C:9](=[CH:10][CH:11]=1)[N:8]=[CH:7][CH:6]=[N:5]2.[Cl-].[Li+].[CH2:14](C([Sn])=C(CCCC)CCCC)[CH2:15]CC.